Dataset: Reaction yield outcomes from USPTO patents with 853,638 reactions. Task: Predict the reaction yield, written as a fraction of the theoretical maximum amount of product (1.0 means a 100% yield; for example, 0.34 means a 34% yield). (1) The reactants are ClC1N=C(C2SC(C(C)C)=NC=2C2C=C(NS(C3C(F)=CC=CC=3F)(=O)=O)C=CC=2)C=CN=1.[NH2:34][C:35]1[C:36]([F:57])=[C:37]([C:41]2[N:42]=[C:43]([C:53]([CH3:56])([CH3:55])[CH3:54])[S:44][C:45]=2[C:46]2[CH:51]=[CH:50][N:49]=[C:48]([NH2:52])[N:47]=2)[CH:38]=[CH:39][CH:40]=1.[CH3:58][C:59]1[CH:64]=[CH:63][C:62]([F:65])=[CH:61][C:60]=1[S:66](Cl)(=[O:68])=[O:67]. No catalyst specified. The product is [NH2:52][C:48]1[N:47]=[C:46]([C:45]2[S:44][C:43]([C:53]([CH3:54])([CH3:56])[CH3:55])=[N:42][C:41]=2[C:37]2[C:36]([F:57])=[C:35]([NH:34][S:66]([C:60]3[CH:61]=[C:62]([F:65])[CH:63]=[CH:64][C:59]=3[CH3:58])(=[O:67])=[O:68])[CH:40]=[CH:39][CH:38]=2)[CH:51]=[CH:50][N:49]=1. The yield is 0.460. (2) The reactants are [Cl:1][C:2]1[CH:3]=[C:4]([CH:7]=[CH:8][C:9]=1[O:10][C:11]1[CH:16]=[CH:15][C:14]([CH:17]=[O:18])=[CH:13][CH:12]=1)[C:5]#[N:6].C(=O)([O-])[O-:20].[K+].[K+].OO. The catalyst is CS(C)=O. The product is [Cl:1][C:2]1[CH:3]=[C:4]([CH:7]=[CH:8][C:9]=1[O:10][C:11]1[CH:16]=[CH:15][C:14]([CH:17]=[O:18])=[CH:13][CH:12]=1)[C:5]([NH2:6])=[O:20]. The yield is 0.840. (3) The product is [NH2:1][C:2]1[C:3]([F:23])=[CH:4][C:5]([Cl:22])=[C:6]([C:8]2[C:9](=[O:21])[N:10]([CH2:19][CH3:20])[C:11]3[C:16]([CH:17]=2)=[CH:15][N:14]=[C:13]([N:25]([CH3:26])[CH3:24])[CH:12]=3)[CH:7]=1. The catalyst is C1COCC1. The yield is 0.820. The reactants are [NH2:1][C:2]1[C:3]([F:23])=[CH:4][C:5]([Cl:22])=[C:6]([C:8]2[C:9](=[O:21])[N:10]([CH2:19][CH3:20])[C:11]3[C:16]([CH:17]=2)=[CH:15][N:14]=[C:13](Cl)[CH:12]=3)[CH:7]=1.[CH3:24][NH:25][CH3:26]. (4) The reactants are C([O:3][C:4](=[O:32])[C:5]([CH3:31])([S:22]([C:25]1[CH:29]=[CH:28][O:27][C:26]=1[CH3:30])(=[O:24])=[O:23])[CH2:6][C:7]1[CH:12]=[CH:11][C:10]([O:13][CH2:14][CH2:15][N:16]2[CH2:21][CH2:20][CH2:19][CH2:18][CH2:17]2)=[CH:9][CH:8]=1)C. The catalyst is C(O)C.[OH-].[Na+]. The product is [CH3:31][C:5]([S:22]([C:25]1[CH:29]=[CH:28][O:27][C:26]=1[CH3:30])(=[O:24])=[O:23])([CH2:6][C:7]1[CH:12]=[CH:11][C:10]([O:13][CH2:14][CH2:15][N:16]2[CH2:17][CH2:18][CH2:19][CH2:20][CH2:21]2)=[CH:9][CH:8]=1)[C:4]([OH:32])=[O:3]. The yield is 0.320. (5) The reactants are Br[C:2]1[CH:3]=[CH:4][C:5]2[O:9][CH:8]=[CH:7][C:6]=2[CH:10]=1.[Br-].[CH:12]1([Zn+])[CH2:17][CH2:16][CH2:15][CH2:14][CH2:13]1. The catalyst is C1COCC1.C(OCC)(=O)C.CC(C)([P](C(C)(C)C)([Pd][P](C(C)(C)C)(C(C)(C)C)C(C)(C)C)C(C)(C)C)C. The product is [CH:12]1([C:2]2[CH:3]=[CH:4][C:5]3[O:9][CH:8]=[CH:7][C:6]=3[CH:10]=2)[CH2:17][CH2:16][CH2:15][CH2:14][CH2:13]1. The yield is 0.430. (6) The reactants are [CH2:1]([O:8][C:9](=[O:33])[C@@H:10]([NH:20][C:21](=[O:32])[C@@H:22]([NH:24]C(OC(C)(C)C)=O)[CH3:23])[CH2:11][C:12]1[CH:17]=[CH:16][C:15]([O:18][CH3:19])=[CH:14][CH:13]=1)[C:2]1[CH:7]=[CH:6][CH:5]=[CH:4][CH:3]=1.FC(F)(F)C(O)=O.C(N(CC)C(C)C)(C)C.[N:50]1[CH:55]=[CH:54][N:53]=[CH:52][C:51]=1[C:56]([OH:58])=O.CN(C(ON1N=NC2C=CC=NC1=2)=[N+](C)C)C.F[P-](F)(F)(F)(F)F. The catalyst is ClCCl. The product is [CH2:1]([O:8][C:9](=[O:33])[C@@H:10]([NH:20][C:21](=[O:32])[C@@H:22]([NH:24][C:56]([C:51]1[CH:52]=[N:53][CH:54]=[CH:55][N:50]=1)=[O:58])[CH3:23])[CH2:11][C:12]1[CH:13]=[CH:14][C:15]([O:18][CH3:19])=[CH:16][CH:17]=1)[C:2]1[CH:3]=[CH:4][CH:5]=[CH:6][CH:7]=1. The yield is 0.970. (7) The reactants are [C:1]([C:3]1[CH:4]=[N:5][CH:6]=[C:7]([CH:20]=1)[C:8]([N:10]=[S@@:11]([CH3:19])(=[O:18])[C:12]1[CH:17]=[CH:16][CH:15]=[CH:14][CH:13]=1)=[O:9])#[CH:2].C([C:23]1[CH:28]=[CH:27][CH:26]=[CH:25][C:24]=1[OH:29])#C. No catalyst specified. The product is [OH:29][C:24]1[CH:25]=[CH:26][CH:27]=[CH:28][C:23]=1[C:2]#[C:1][C:3]1[CH:4]=[N:5][CH:6]=[C:7]([CH:20]=1)[C:8]([N:10]=[S@@:11]([CH3:19])(=[O:18])[C:12]1[CH:13]=[CH:14][CH:15]=[CH:16][CH:17]=1)=[O:9]. The yield is 0.0700.